From a dataset of Forward reaction prediction with 1.9M reactions from USPTO patents (1976-2016). Predict the product of the given reaction. (1) Given the reactants [NH2:1][S:2]([C:5]1[N:9]([CH3:10])[C:8]([C:11]([OH:13])=[O:12])=[CH:7][CH:6]=1)(=[O:4])=[O:3].[C:14]1(C)C=CC=CC=1.C[Si](C=[N+]=[N-])(C)C, predict the reaction product. The product is: [NH2:1][S:2]([C:5]1[N:9]([CH3:10])[C:8]([C:11]([O:13][CH3:14])=[O:12])=[CH:7][CH:6]=1)(=[O:4])=[O:3]. (2) Given the reactants [OH-].[K+].C([O:5][C:6](=[O:24])[CH:7]([CH2:13][CH2:14][CH2:15][C:16]1[CH:21]=[CH:20][CH:19]=[C:18]([O:22][CH3:23])[CH:17]=1)C(OCC)=O)C.Cl, predict the reaction product. The product is: [CH3:23][O:22][C:18]1[CH:17]=[C:16]([CH2:15][CH2:14][CH2:13][CH2:7][C:6]([OH:24])=[O:5])[CH:21]=[CH:20][CH:19]=1. (3) Given the reactants [Cl:1][C:2]1[C:11]2[C:6](=[CH:7][CH:8]=[CH:9][CH:10]=2)[C:5]([OH:12])=[CH:4][N:3]=1.C1C=C(Cl)C=C(C(OO)=O)C=1.COC1C2C(=CC=CC=2)[CH:29]=[N:28][CH:27]=1, predict the reaction product. The product is: [Cl:1][C:2]1[C:11]2[CH:10]=[CH:9][CH:8]=[CH:7][C:6]=2[C:5]2[O:12][CH2:29][N:28]=[CH:27][C:4]=2[N:3]=1.[Cl:1][C:2]1[C:11]2[C:6](=[CH:7][CH:8]=[CH:9][CH:10]=2)[C:5]([OH:12])=[CH:4][N:3]=1. (4) The product is: [CH2:1]([N:8]1[CH2:12][C@@H:11]([NH:13][CH2:14][C:15]2[CH:20]=[CH:19][C:18]([F:21])=[CH:17][C:16]=2[F:22])[CH2:10][C@H:9]1[C:30]([N:39]1[CH2:40][CH2:41][N:36]([CH:33]([CH3:35])[CH3:34])[CH2:37][CH2:38]1)=[O:31])[C:2]1[CH:7]=[CH:6][CH:5]=[CH:4][CH:3]=1. Given the reactants [CH2:1]([N:8]1[CH2:12][CH:11]([N:13](C(OC(C)(C)C)=O)[CH2:14][C:15]2[CH:20]=[CH:19][C:18]([F:21])=[CH:17][C:16]=2[F:22])[CH2:10][CH:9]1[C:30](O)=[O:31])[C:2]1[CH:7]=[CH:6][CH:5]=[CH:4][CH:3]=1.[CH:33]([N:36]1[CH2:41][CH2:40][NH:39][CH2:38][CH2:37]1)([CH3:35])[CH3:34], predict the reaction product. (5) Given the reactants NC(CC1C=CC=CC=1)C[N:4]([CH2:14][C:15]1C=CC(OC)=CC=1)[CH2:5][C:6]1[CH:11]=[CH:10][C:9](OC)=[CH:8][CH:7]=1.COC1C=CC(C[N:39](CC2C=CC(OC)=CC=2)[CH2:40][CH:41]([NH:49][C:50](OC(C)(C)C)=O)[CH2:42][C:43]2[CH:48]=[CH:47][CH:46]=[CH:45][CH:44]=2)=CC=1.Cl, predict the reaction product. The product is: [NH2:39][CH2:40][CH:41]([NH:49][C:50]1[NH:39][C:40]([C:9]2[CH:10]=[C:11]3[C:6](=[CH:7][CH:8]=2)[CH:5]=[N:4][CH:14]=[CH:15]3)=[CH:41][N:49]=1)[CH2:42][C:43]1[CH:44]=[CH:45][CH:46]=[CH:47][CH:48]=1. (6) Given the reactants [Cl:1][C:2]1[CH:3]=[C:4]2[C:8](=[CH:9][CH:10]=1)[NH:7][CH:6]=[C:5]2[CH2:11][N:12]1[C:20]([C:21]2[N:22]([CH3:26])[CH:23]=[CH:24][N:25]=2)=[C:19]2[C:14]([N:15]([CH2:29][CH:30]([CH3:32])[CH3:31])[C:16](=[O:28])[NH:17][C:18]2=[O:27])=[N:13]1.Br[CH2:34][CH2:35][OH:36].C(=O)([O-])[O-].[K+].[K+], predict the reaction product. The product is: [Cl:1][C:2]1[CH:3]=[C:4]2[C:8](=[CH:9][CH:10]=1)[NH:7][CH:6]=[C:5]2[CH2:11][N:12]1[C:20]([C:21]2[N:22]([CH3:26])[CH:23]=[CH:24][N:25]=2)=[C:19]2[C:14]([N:15]([CH2:29][CH:30]([CH3:32])[CH3:31])[C:16](=[O:28])[N:17]([CH2:34][CH2:35][OH:36])[C:18]2=[O:27])=[N:13]1. (7) Given the reactants [N:1]([C@@H:4]1[C@@H:11]2[C@@H:7]([CH2:8][N:9]([CH2:12][C:13]3[CH:18]=[CH:17][CH:16]=[CH:15][CH:14]=3)[CH2:10]2)[CH2:6][CH2:5]1)=[N+]=[N-].[H][H], predict the reaction product. The product is: [CH2:12]([N:9]1[CH2:10][C@@H:11]2[C@@H:4]([NH2:1])[CH2:5][CH2:6][C@@H:7]2[CH2:8]1)[C:13]1[CH:14]=[CH:15][CH:16]=[CH:17][CH:18]=1. (8) Given the reactants [CH3:1][O:2][CH2:3][CH2:4][CH2:5][O:6][C:7]1[CH:14]=[C:13]([CH3:15])[CH:12]=[CH:11][C:8]=1[CH:9]=[O:10].[BH4-].[Na+].O, predict the reaction product. The product is: [CH3:1][O:2][CH2:3][CH2:4][CH2:5][O:6][C:7]1[CH:14]=[C:13]([CH3:15])[CH:12]=[CH:11][C:8]=1[CH2:9][OH:10].